This data is from Reaction yield outcomes from USPTO patents with 853,638 reactions. The task is: Predict the reaction yield, written as a fraction of the theoretical maximum amount of product (1.0 means a 100% yield; for example, 0.34 means a 34% yield). (1) The yield is 0.680. The catalyst is Cl.C(Cl)Cl. The product is [CH3:38][N:37]([CH3:40])[CH2:36][CH2:35][O:34][C:30]1[C:29]([CH3:39])=[C:28]([NH:27][C:2]2[N:7]=[C:6]([C:8]3[N:12]4[CH:13]=[CH:14][CH:15]=[CH:16][C:11]4=[N:10][C:9]=3[C:17]3[CH:18]=[C:19]([CH:24]=[CH:25][CH:26]=3)[C:20]([O:22][CH3:23])=[O:21])[CH:5]=[CH:4][N:3]=2)[CH:33]=[CH:32][CH:31]=1. The reactants are Cl[C:2]1[N:7]=[C:6]([C:8]2[N:12]3[CH:13]=[CH:14][CH:15]=[CH:16][C:11]3=[N:10][C:9]=2[C:17]2[CH:18]=[C:19]([CH:24]=[CH:25][CH:26]=2)[C:20]([O:22][CH3:23])=[O:21])[CH:5]=[CH:4][N:3]=1.[NH2:27][C:28]1[C:29]([CH3:39])=[C:30]([O:34][CH2:35][CH2:36][NH:37][CH3:38])[CH:31]=[CH:32][CH:33]=1.[CH3:40]C(O)C. (2) The catalyst is CO. The reactants are C([O:3][C:4](=[O:33])[CH2:5][CH2:6][C:7]1[CH:12]=[CH:11][CH:10]=[C:9]([N:13]2[C:17]([NH:18][C:19]([NH:21][C:22]3[CH:27]=[CH:26][C:25]([F:28])=[CH:24][CH:23]=3)=[O:20])=[CH:16][C:15]([C:29]([CH3:32])([CH3:31])[CH3:30])=[N:14]2)[CH:8]=1)C.[Li+].[OH-]. The product is [C:29]([C:15]1[CH:16]=[C:17]([NH:18][C:19]([NH:21][C:22]2[CH:23]=[CH:24][C:25]([F:28])=[CH:26][CH:27]=2)=[O:20])[N:13]([C:9]2[CH:8]=[C:7]([CH2:6][CH2:5][C:4]([OH:33])=[O:3])[CH:12]=[CH:11][CH:10]=2)[N:14]=1)([CH3:32])([CH3:30])[CH3:31]. The yield is 0.900. (3) The reactants are [NH:1]1[C:9]2[C:4](=[CH:5][CH:6]=[CH:7][CH:8]=2)[CH2:3][C:2]1=[O:10].C[Si](C)(C)[N-][Si](C)(C)C.[Na+].N#N.[CH2:23]1[CH2:27]OCC1. No catalyst specified. The product is [CH3:9][N:1]1[CH2:23][CH2:27][C:3]2([C:4]3[C:9](=[CH:8][CH:7]=[CH:6][CH:5]=3)[NH:1][C:2]2=[O:10])[CH2:3][CH2:2]1. The yield is 0.570. (4) The reactants are [CH3:1][O:2][C:3]1[CH:8]=[C:7]([C:9]([OH:11])=O)[CH:6]=[CH:5][C:4]=1[C:12]1[CH:17]=[CH:16][CH:15]=[CH:14][C:13]=1[CH3:18].C(Cl)(=O)C(Cl)=O.[CH:25]1[CH:26]=[CH:27][N:28]2[CH2:34][C:33]3[CH:35]=[CH:36][CH:37]=[CH:38][C:32]=3[NH:31][CH2:30][C:29]=12.C(N(CC)CC)C. The catalyst is ClCCl.CN(C)C=O. The product is [CH3:1][O:2][C:3]1[CH:8]=[C:7]([C:9]([N:31]2[C:32]3[CH:38]=[CH:37][CH:36]=[CH:35][C:33]=3[CH2:34][N:28]3[CH:27]=[CH:26][CH:25]=[C:29]3[CH2:30]2)=[O:11])[CH:6]=[CH:5][C:4]=1[C:12]1[CH:17]=[CH:16][CH:15]=[CH:14][C:13]=1[CH3:18]. The yield is 0.950. (5) The reactants are Cl[C:2]1[C:3]2[N:4]([CH:10]=[CH:11][CH:12]=2)[N:5]=[CH:6][C:7]=1[C:8]#[N:9].CN1C=CN=C1[CH:19]([C:21]1[CH:22]=[C:23]([CH3:27])[CH:24]=[CH:25][CH:26]=1)[NH2:20].[CH3:28][CH2:29][N:30]([CH:34](C)C)[CH:31](C)C.C[N:38](C=O)C. No catalyst specified. The yield is 0.710. The product is [CH3:31][N:30]1[CH:29]=[CH:28][N:38]=[C:34]1[N:20]([CH2:19][C:21]1[CH:22]=[C:23]([CH3:27])[CH:24]=[CH:25][CH:26]=1)[C:2]1[C:3]2[N:4]([CH:10]=[CH:11][CH:12]=2)[N:5]=[CH:6][C:7]=1[C:8]#[N:9].